Predict the reactants needed to synthesize the given product. From a dataset of Full USPTO retrosynthesis dataset with 1.9M reactions from patents (1976-2016). (1) Given the product [Si:1]([O:8][CH:9]1[CH2:14][CH2:13][N:12]([C:15]2[C:16]([CH:26]([NH2:35])[CH3:27])=[CH:17][C:18]([Cl:25])=[C:19]3[C:24]=2[N:23]=[CH:22][CH:21]=[CH:20]3)[CH2:11][CH2:10]1)([C:4]([CH3:7])([CH3:6])[CH3:5])([CH3:3])[CH3:2], predict the reactants needed to synthesize it. The reactants are: [Si:1]([O:8][CH:9]1[CH2:14][CH2:13][N:12]([C:15]2[C:16]([C:26](=O)[CH3:27])=[CH:17][C:18]([Cl:25])=[C:19]3[C:24]=2[N:23]=[CH:22][CH:21]=[CH:20]3)[CH2:11][CH2:10]1)([C:4]([CH3:7])([CH3:6])[CH3:5])([CH3:3])[CH3:2].C([O-])(=O)C.[NH4+].C([BH3-])#[N:35].[Na+]. (2) The reactants are: [C:1]([O:5][C:6]([N:8]1[CH2:13][CH2:12][N:11]([S:14]([C:17]2[CH:26]=[CH:25][C:24]3[C:19](=[CH:20][CH:21]=[C:22]([Cl:27])[CH:23]=3)[CH:18]=2)(=[O:16])=[O:15])[CH2:10][CH:9]1[C:28]([O:30]CC)=[O:29])=[O:7])([CH3:4])([CH3:3])[CH3:2].C(O)C.[OH-].[Na+].Cl. Given the product [C:1]([O:5][C:6]([N:8]1[CH2:13][CH2:12][N:11]([S:14]([C:17]2[CH:26]=[CH:25][C:24]3[C:19](=[CH:20][CH:21]=[C:22]([Cl:27])[CH:23]=3)[CH:18]=2)(=[O:15])=[O:16])[CH2:10][CH:9]1[C:28]([OH:30])=[O:29])=[O:7])([CH3:4])([CH3:2])[CH3:3], predict the reactants needed to synthesize it. (3) Given the product [F:33][C:34]1[CH:35]=[C:36]([C:40]([N:42]=[C:43]=[S:44])=[O:41])[CH:37]=[CH:38][CH:39]=1.[CH3:11][O:12][C:13]1[CH:14]=[C:15]2[C:20](=[CH:21][C:22]=1[O:23][CH3:24])[N:19]=[CH:18][N:17]=[C:16]2[O:25][C:26]1[CH:32]=[CH:31][C:29]([NH:30][C:43]([NH:42][C:40](=[O:41])[C:36]2[CH:37]=[CH:38][CH:39]=[C:34]([F:33])[CH:35]=2)=[S:44])=[CH:28][CH:27]=1, predict the reactants needed to synthesize it. The reactants are: FC1C=C(C(Cl)=O)C=CC=1.[CH3:11][O:12][C:13]1[CH:14]=[C:15]2[C:20](=[CH:21][C:22]=1[O:23][CH3:24])[N:19]=[CH:18][N:17]=[C:16]2[O:25][C:26]1[CH:32]=[CH:31][C:29]([NH2:30])=[CH:28][CH:27]=1.[F:33][C:34]1[CH:35]=[C:36]([C:40]([N:42]=[C:43]=[S:44])=[O:41])[CH:37]=[CH:38][CH:39]=1. (4) The reactants are: [NH2:1][C:2]1[NH:3][C:4]2[CH:10]=[C:9]([CH:11]=[C:12]3[S:16][C:15](=[N:17][C:18]4[CH:23]=[CH:22][CH:21]=[CH:20][C:19]=4[Br:24])[NH:14][C:13]3=[O:25])[CH:8]=[CH:7][C:5]=2[N:6]=1.[CH3:26][N:27]([CH2:29][C:30](O)=[O:31])[CH3:28].CN(C(ON1N=NC2C=CC=CC1=2)=[N+](C)C)C.F[P-](F)(F)(F)(F)F.C(N(CC)CC)C. Given the product [Br:24][C:19]1[CH:20]=[CH:21][CH:22]=[CH:23][C:18]=1[N:17]=[C:15]1[NH:14][C:13](=[O:25])[C:12](=[CH:11][C:9]2[CH:8]=[CH:7][C:5]3[N:6]=[C:2]([NH:1][C:30](=[O:31])[CH2:29][N:27]([CH3:28])[CH3:26])[NH:3][C:4]=3[CH:10]=2)[S:16]1, predict the reactants needed to synthesize it.